This data is from Reaction yield outcomes from USPTO patents with 853,638 reactions. The task is: Predict the reaction yield, written as a fraction of the theoretical maximum amount of product (1.0 means a 100% yield; for example, 0.34 means a 34% yield). (1) The reactants are [CH2:1]([O:8][C:9]1[CH:10]=[C:11]([NH:16][C:17]([NH2:19])=[S:18])[CH:12]=[C:13]([Br:15])[CH:14]=1)[C:2]1[CH:7]=[CH:6][CH:5]=[CH:4][CH:3]=1.BrBr. The catalyst is C(#N)C. The product is [CH2:1]([O:8][C:9]1[CH:14]=[C:13]([Br:15])[C:12]2[S:18][C:17]([NH2:19])=[N:16][C:11]=2[CH:10]=1)[C:2]1[CH:3]=[CH:4][CH:5]=[CH:6][CH:7]=1. The yield is 0.590. (2) The reactants are [C:1]([O:5][C:6]([N:8]1[CH2:14][CH2:13][C:12]2[C:15]([S:20][C:21](=O)N(C)C)=[C:16]([Cl:19])[CH:17]=[CH:18][C:11]=2[CH2:10][CH2:9]1)=[O:7])([CH3:4])([CH3:3])[CH3:2].[Cl:26][C:27]1[CH:32]=[CH:31][C:30](CCl)=[CH:29][N:28]=1. No catalyst specified. The product is [C:1]([O:5][C:6]([N:8]1[CH2:14][CH2:13][C:12]2[C:15]([S:20][CH2:21][C:30]3[CH:29]=[N:28][C:27]([Cl:26])=[CH:32][CH:31]=3)=[C:16]([Cl:19])[CH:17]=[CH:18][C:11]=2[CH2:10][CH2:9]1)=[O:7])([CH3:3])([CH3:4])[CH3:2]. The yield is 0.950. (3) The reactants are [CH3:1][O:2][C:3](=[O:16])[CH:4]=[CH:5][C:6]1[CH:11]=[CH:10][CH:9]=[C:8]([S:12](Cl)(=[O:14])=[O:13])[CH:7]=1.[NH2:17][C:18]1[C:27]2[C:22](=[CH:23][CH:24]=[CH:25][CH:26]=2)[CH:21]=[CH:20][CH:19]=1.C([O-])(O)=O.[Na+]. The catalyst is O1CCOCC1.O. The product is [CH3:1][O:2][C:3](=[O:16])[CH:4]=[CH:5][C:6]1[CH:11]=[CH:10][CH:9]=[C:8]([S:12](=[O:14])(=[O:13])[NH:17][C:18]2[C:27]3[C:22](=[CH:23][CH:24]=[CH:25][CH:26]=3)[CH:21]=[CH:20][CH:19]=2)[CH:7]=1. The yield is 0.510. (4) The reactants are [NH:1]1[CH2:6][CH2:5][CH:4]([CH2:7][N:8]2[CH2:13][CH2:12][CH:11]([CH2:14][NH:15][C:16]([C:18]3[C:26]4[N:25]=[C:24]([CH:27]([CH3:29])[CH3:28])[NH:23][C:22]=4[CH:21]=[CH:20][CH:19]=3)=[O:17])[CH2:10][CH2:9]2)[CH2:3][CH2:2]1.C(N(CC)C(C)C)(C)C.Cl[C:40]([O:42][C:43]1[CH:48]=[CH:47][CH:46]=[CH:45][CH:44]=1)=[O:41]. The catalyst is ClCCl. The product is [C:43]1([O:42][C:40]([N:1]2[CH2:2][CH2:3][CH:4]([CH2:7][N:8]3[CH2:9][CH2:10][CH:11]([CH2:14][NH:15][C:16]([C:18]4[C:26]5[N:25]=[C:24]([CH:27]([CH3:29])[CH3:28])[NH:23][C:22]=5[CH:21]=[CH:20][CH:19]=4)=[O:17])[CH2:12][CH2:13]3)[CH2:5][CH2:6]2)=[O:41])[CH:48]=[CH:47][CH:46]=[CH:45][CH:44]=1. The yield is 0.240. (5) The product is [NH:24]1[C:25]2[C:26](=[N:27][CH:28]=[CH:29][CH:30]=2)[C:22]([CH2:21][C@H:17]2[CH2:18][CH2:19][CH2:20][N:16]2[C:9]([O:11][C:12]([CH3:13])([CH3:14])[CH3:15])=[O:10])=[CH:23]1. The yield is 0.610. The reactants are [C:12]([O:11][C:9](O[C:9]([O:11][C:12]([CH3:15])([CH3:14])[CH3:13])=[O:10])=[O:10])([CH3:15])([CH3:14])[CH3:13].[NH:16]1[CH2:20][CH2:19][CH2:18][C@@H:17]1[CH2:21][C:22]1[C:26]2=[N:27][CH:28]=[CH:29][CH:30]=[C:25]2[NH:24][CH:23]=1.C(N(CC)CC)C. The catalyst is O1CCCC1.O. (6) The reactants are [NH2:1][C:2]1([C:6]2[S:7][C:8]([C:11]3[CH:12]=[C:13]([NH:18][C:19]4[N:24]=[C:23]([C:25]([F:28])([F:27])[F:26])[CH:22]=[CH:21][N:20]=4)[CH:14]=[C:15]([CH3:17])[CH:16]=3)=[CH:9][N:10]=2)[CH2:5][CH2:4][CH2:3]1.C(O)(=O)C.[O-:33][C:34]#[N:35].[K+]. The catalyst is C1COCC1.O. The product is [CH3:17][C:15]1[CH:16]=[C:11]([C:8]2[S:7][C:6]([C:2]3([NH:1][C:34]([NH2:35])=[O:33])[CH2:3][CH2:4][CH2:5]3)=[N:10][CH:9]=2)[CH:12]=[C:13]([NH:18][C:19]2[N:24]=[C:23]([C:25]([F:27])([F:28])[F:26])[CH:22]=[CH:21][N:20]=2)[CH:14]=1. The yield is 0.549. (7) The reactants are Br[C:2]1[CH:3]=[CH:4][C:5]([F:16])=[C:6]([C:8]2[C:9]([C:14]#[N:15])=[CH:10][CH:11]=[CH:12][CH:13]=2)[CH:7]=1.C([O-])(=O)C.[K+].[B:22]1([B:22]2[O:26][C:25]([CH3:28])([CH3:27])[C:24]([CH3:30])([CH3:29])[O:23]2)[O:26][C:25]([CH3:28])([CH3:27])[C:24]([CH3:30])([CH3:29])[O:23]1. The catalyst is O1CCOCC1.CS(C)=O.C1C=CC([PH+]([C]2[CH][CH][CH][CH]2)C2C=CC=CC=2)=CC=1.C1C=CC([PH+]([C]2[CH][CH][CH][CH]2)C2C=CC=CC=2)=CC=1.C(Cl)Cl.Cl[Pd]Cl.[Fe]. The product is [F:16][C:5]1[CH:4]=[CH:3][C:2]([B:22]2[O:26][C:25]([CH3:28])([CH3:27])[C:24]([CH3:30])([CH3:29])[O:23]2)=[CH:7][C:6]=1[C:8]1[C:9]([C:14]#[N:15])=[CH:10][CH:11]=[CH:12][CH:13]=1. The yield is 1.00. (8) The reactants are [O:1]1[C:5]2[CH:6]=[CH:7][C:8]([C:10](=O)[CH2:11][CH3:12])=[CH:9][C:4]=2[CH:3]=[CH:2]1.[Cl:14][CH2:15][CH2:16][O:17][C:18]1[CH:23]=[CH:22][C:21]([C:24]([C:26]2[CH:31]=[CH:30][C:29]([OH:32])=[CH:28][CH:27]=2)=O)=[CH:20][CH:19]=1. No catalyst specified. The product is [O:1]1[C:5]2[CH:6]=[CH:7][C:8]([C:10]([CH2:11][CH3:12])=[C:24]([C:26]3[CH:31]=[CH:30][C:29]([OH:32])=[CH:28][CH:27]=3)[C:21]3[CH:22]=[CH:23][C:18]([O:17][CH2:16][CH2:15][Cl:14])=[CH:19][CH:20]=3)=[CH:9][C:4]=2[CH:3]=[CH:2]1. The yield is 0.800. (9) The reactants are [CH2:1]([C:5]1[O:6][C:7]2[CH:37]=[CH:36][CH:35]=[CH:34][C:8]=2[C:9]=1[CH2:10][C:11]1[CH:16]=[CH:15][C:14]([C:17]2[CH:22]=[CH:21][C:20]([O:23][CH2:24][CH2:25][CH2:26][C:27]3[CH:32]=[CH:31][CH:30]=[CH:29][CH:28]=3)=[C:19]([NH2:33])[CH:18]=2)=[CH:13][CH:12]=1)[CH2:2][CH2:3][CH3:4].C(N(C(C)C)CC)(C)C.Cl[C:48](=[O:54])[C:49]([O:51][CH2:52][CH3:53])=[O:50]. The catalyst is ClCCl.O. The product is [CH2:52]([O:51][C:49](=[O:50])[C:48]([NH:33][C:19]1[CH:18]=[C:17]([C:14]2[CH:13]=[CH:12][C:11]([CH2:10][C:9]3[C:8]4[CH:34]=[CH:35][CH:36]=[CH:37][C:7]=4[O:6][C:5]=3[CH2:1][CH2:2][CH2:3][CH3:4])=[CH:16][CH:15]=2)[CH:22]=[CH:21][C:20]=1[O:23][CH2:24][CH2:25][CH2:26][C:27]1[CH:32]=[CH:31][CH:30]=[CH:29][CH:28]=1)=[O:54])[CH3:53]. The yield is 0.770.